From a dataset of Reaction yield outcomes from USPTO patents with 853,638 reactions. Predict the reaction yield, written as a fraction of the theoretical maximum amount of product (1.0 means a 100% yield; for example, 0.34 means a 34% yield). The reactants are [CH3:1][N:2]([CH2:7][C:8]1[C:16]2[C:11](=[CH:12][CH:13]=[CH:14][CH:15]=2)[N:10]([CH3:17])[CH:9]=1)[C:3](=[O:6])[CH:4]=[CH2:5].CN(CC1SC2C=CC=CC=2C=1C)C(=O)C=C.Br[C:36]1[CH:37]=[C:38]([CH2:43][N:44]2[CH2:49][CH2:48][O:47][CH2:46][CH2:45]2)[C:39]([NH2:42])=[N:40][CH:41]=1.BrC1C=NC2NC(=O)C(C)(C)NCC=2C=1. No catalyst specified. The product is [NH2:42][C:39]1[N:40]=[CH:41][C:36](/[CH:5]=[CH:4]/[C:3]([N:2]([CH3:1])[CH2:7][C:8]2[C:16]3[C:11](=[CH:12][CH:13]=[CH:14][CH:15]=3)[N:10]([CH3:17])[CH:9]=2)=[O:6])=[CH:37][C:38]=1[CH2:43][N:44]1[CH2:49][CH2:48][O:47][CH2:46][CH2:45]1. The yield is 0.380.